This data is from Forward reaction prediction with 1.9M reactions from USPTO patents (1976-2016). The task is: Predict the product of the given reaction. (1) Given the reactants [C:1]([C:3]1[CH:4]=[C:5]([CH:20]=[CH:21][CH:22]=1)[CH:6]=[C:7]1[CH2:12][CH2:11][N:10]([C:13]([O:15][C:16]([CH3:19])([CH3:18])[CH3:17])=[O:14])[CH2:9][CH2:8]1)#[N:2], predict the reaction product. The product is: [C:1]([C:3]1[CH:4]=[C:5]([CH:20]=[CH:21][CH:22]=1)[CH2:6][CH:7]1[CH2:8][CH2:9][N:10]([C:13]([O:15][C:16]([CH3:17])([CH3:18])[CH3:19])=[O:14])[CH2:11][CH2:12]1)#[N:2]. (2) Given the reactants [CH:1]([C:4]1[CH:9]=[CH:8][CH:7]=[C:6]([CH:10]([CH3:12])[CH3:11])[C:5]=1[N:13]=[C:14]([C:16]1[CH:17]=[C:18](Br)[C:19]2[C:20]3[C:50]4[C:28]([C:29]5[C:34]=2[C:33]=1[C:32]([C:35](=[N:37][C:38]1[C:43]([CH:44]([CH3:46])[CH3:45])=[CH:42][CH:41]=[CH:40][C:39]=1[CH:47]([CH3:49])[CH3:48])[OH:36])=[CH:31][CH:30]=5)=[C:27](Br)[CH:26]=[C:25]([C:52]([OH:54])=[O:53])[C:24]=4[C:23]([C:55]([OH:57])=[O:56])=[CH:22][CH:21]=3)[OH:15])([CH3:3])[CH3:2].O[C:60]1[CH:65]=[CH:64][C:63]([OH:66])=[CH:62][CH:61]=1, predict the reaction product. The product is: [CH:1]([C:4]1[CH:9]=[CH:8][CH:7]=[C:6]([CH:10]([CH3:12])[CH3:11])[C:5]=1[N:13]=[C:14]([C:16]1[CH:17]=[C:18]([O:66][C:63]2[CH:64]=[CH:65][C:60]([CH2:32][CH2:35][OH:36])=[CH:61][CH:62]=2)[C:19]2[C:20]3[C:50]4[C:28]([C:29]5[C:34]=2[C:33]=1[C:32]([C:35](=[N:37][C:38]1[C:43]([CH:44]([CH3:46])[CH3:45])=[CH:42][CH:41]=[CH:40][C:39]=1[CH:47]([CH3:49])[CH3:48])[OH:36])=[CH:31][CH:30]=5)=[C:27]([O:66][C:63]1[CH:64]=[CH:65][C:60]([CH2:16][CH2:14][OH:15])=[CH:61][CH:62]=1)[CH:26]=[C:25]([C:52]([OH:54])=[O:53])[C:24]=4[C:23]([C:55]([OH:57])=[O:56])=[CH:22][CH:21]=3)[OH:15])([CH3:3])[CH3:2]. (3) Given the reactants [CH3:1][C:2]1[CH:7]=[CH:6][C:5]([CH3:8])=[CH:4][C:3]=1[OH:9].[CH3:10][CH:11]([CH2:15][CH2:16][CH2:17][CH:18]([CH3:20])[CH3:19])[CH2:12][CH2:13]Br.[OH-].[Na+].C1(C)C=CC=CC=1, predict the reaction product. The product is: [CH3:10][CH:11]([CH2:15][CH2:16][CH2:17][CH:18]([CH3:20])[CH3:19])[CH2:12][CH2:13][O:9][C:3]1[CH:4]=[C:5]([CH3:8])[CH:6]=[CH:7][C:2]=1[CH3:1]. (4) Given the reactants N1CCC(C2C3C(=C(C(N)=O)C=C(C4SC=CC=4)C=3)NC=2)CC1.[NH2:24][C:25]([C:27]1[CH:28]=[C:29]([C:49]2[CH:54]=[CH:53][C:52]([CH3:55])=[CH:51][CH:50]=2)[CH:30]=[C:31]2[C:35]=1[NH:34][CH:33]=[C:32]2[CH:36]1[CH2:41][CH2:40][N:39](C(OC(C)(C)C)=O)[CH2:38][CH2:37]1)=[O:26].Cl, predict the reaction product. The product is: [CH3:55][C:52]1[CH:53]=[CH:54][C:49]([C:29]2[CH:30]=[C:31]3[C:35](=[C:27]([C:25]([NH2:24])=[O:26])[CH:28]=2)[NH:34][CH:33]=[C:32]3[CH:36]2[CH2:41][CH2:40][NH:39][CH2:38][CH2:37]2)=[CH:50][CH:51]=1. (5) Given the reactants [C:1]([C:3]1[CH:32]=[CH:31][C:6]([C:7]([NH:9][C:10]2[CH:15]=[C:14]([NH:16][C:17](=[O:29])[C:18]3[CH:23]=[CH:22][CH:21]=[C:20]([C:24]([C:27]#[N:28])([CH3:26])[CH3:25])[CH:19]=3)[CH:13]=[CH:12][C:11]=2[CH3:30])=[O:8])=[CH:5][N:4]=1)#[N:2].[H-].[H-].[H-].[H-].[Li+].[Al+3].C(O)(=O)C(C(C(O)=O)O)O, predict the reaction product. The product is: [NH2:2][CH2:1][C:3]1[CH:32]=[CH:31][C:6]([C:7]([NH:9][C:10]2[CH:15]=[C:14]([NH:16][C:17](=[O:29])[C:18]3[CH:23]=[CH:22][CH:21]=[C:20]([C:24]([C:27]#[N:28])([CH3:25])[CH3:26])[CH:19]=3)[CH:13]=[CH:12][C:11]=2[CH3:30])=[O:8])=[CH:5][N:4]=1.